From a dataset of Catalyst prediction with 721,799 reactions and 888 catalyst types from USPTO. Predict which catalyst facilitates the given reaction. Reactant: [F:1][C:2]1[CH:7]=[C:6]([N+:8]([O-:10])=[O:9])[CH:5]=[CH:4][C:3]=1[N:11]([CH3:25])[CH:12]1[CH2:17][CH2:16][N:15](C(OC(C)(C)C)=O)[CH2:14][CH2:13]1.FC(F)(F)C(O)=O. Product: [F:1][C:2]1[CH:7]=[C:6]([N+:8]([O-:10])=[O:9])[CH:5]=[CH:4][C:3]=1[N:11]([CH3:25])[CH:12]1[CH2:17][CH2:16][NH:15][CH2:14][CH2:13]1. The catalyst class is: 4.